Dataset: Full USPTO retrosynthesis dataset with 1.9M reactions from patents (1976-2016). Task: Predict the reactants needed to synthesize the given product. Given the product [N+:1]([C:4]1[CH:11]=[CH:10][C:7]([CH:8]=[C:13]([C:14](=[O:15])[CH3:16])[C:12]([O:18][CH2:19][CH2:20][C:21]#[N:22])=[O:17])=[CH:6][CH:5]=1)([O-:3])=[O:2], predict the reactants needed to synthesize it. The reactants are: [N+:1]([C:4]1[CH:11]=[CH:10][C:7]([CH:8]=O)=[CH:6][CH:5]=1)([O-:3])=[O:2].[C:12]([O:18][CH2:19][CH2:20][C:21]#[N:22])(=[O:17])[CH2:13][C:14]([CH3:16])=[O:15].